This data is from Forward reaction prediction with 1.9M reactions from USPTO patents (1976-2016). The task is: Predict the product of the given reaction. (1) Given the reactants [Cl:1][C:2]1[CH:28]=[CH:27][CH:26]=[C:25]([Cl:29])[C:3]=1[C:4]([N:6]([C:15](=[O:24])[C:16]1[C:21]([Cl:22])=[CH:20][CH:19]=[CH:18][C:17]=1[Cl:23])[C:7]1[CH:12]=[CH:11][C:10]([CH2:13]O)=[CH:9][N:8]=1)=[O:5].C(Br)(Br)(Br)[Br:31].C1(P(C2C=CC=CC=2)C2C=CC=CC=2)C=CC=CC=1.C(=O)([O-])O.[Na+], predict the reaction product. The product is: [Cl:1][C:2]1[CH:28]=[CH:27][CH:26]=[C:25]([Cl:29])[C:3]=1[C:4]([N:6]([C:7]1[CH:12]=[CH:11][C:10]([CH2:13][Br:31])=[CH:9][N:8]=1)[C:15](=[O:24])[C:16]1[C:21]([Cl:22])=[CH:20][CH:19]=[CH:18][C:17]=1[Cl:23])=[O:5]. (2) Given the reactants [C:1]1([N:7]2[C:12](=[O:13])[C:11]3[S:14][CH:15]=[C:16]([C:17]4[CH:22]=[CH:21][CH:20]=[CH:19][CH:18]=4)[C:10]=3[N:9]=[CH:8]2)[CH:6]=[CH:5][CH:4]=[CH:3][CH:2]=1.NC1C(C2C=CC3[O:33][CH2:34][O:35]C=3C=2)=CSC=1C(OC)=O.[CH:42](OCC)(OCC)[O:43]CC.COC1C=CC(N)=CC=1, predict the reaction product. The product is: [O:33]1[C:20]2[CH:21]=[CH:22][C:17]([C:16]3[C:10]4[N:9]=[CH:8][N:7]([C:1]5[CH:6]=[CH:5][C:4]([O:43][CH3:42])=[CH:3][CH:2]=5)[C:12](=[O:13])[C:11]=4[S:14][CH:15]=3)=[CH:18][C:19]=2[O:35][CH2:34]1.